This data is from Reaction yield outcomes from USPTO patents with 853,638 reactions. The task is: Predict the reaction yield, written as a fraction of the theoretical maximum amount of product (1.0 means a 100% yield; for example, 0.34 means a 34% yield). (1) The reactants are [CH:1]1[C:10]2[C:5](=[CH:6][CH:7]=[CH:8][CH:9]=2)[CH:4]=[CH:3][C:2]=1[O:11][CH2:12][CH2:13][NH2:14].C(N(CC)CC)C.Cl[CH2:23][CH2:24][S:25](Cl)(=[O:27])=[O:26]. The catalyst is C(Cl)Cl. The product is [CH:1]1[C:10]2[C:5](=[CH:6][CH:7]=[CH:8][CH:9]=2)[CH:4]=[CH:3][C:2]=1[O:11][CH2:12][CH2:13][NH:14][S:25]([CH:24]=[CH2:23])(=[O:27])=[O:26]. The yield is 0.220. (2) The reactants are [NH2:1][C:2]1[CH:3]=[C:4]([CH:21]=[CH:22][C:23]=1[CH3:24])[O:5][C:6]1[CH:7]=[CH:8][C:9]2[N:10]([CH:12]=[C:13]([NH:15][C:16]([CH:18]3[CH2:20][CH2:19]3)=[O:17])[N:14]=2)[N:11]=1.[CH3:25][C:26]1[S:27][C:28]([S:32](Cl)(=[O:34])=[O:33])=[C:29]([CH3:31])[N:30]=1.O. The catalyst is N1C=CC=CC=1. The product is [CH3:25][C:26]1[S:27][C:28]([S:32]([NH:1][C:2]2[CH:3]=[C:4]([CH:21]=[CH:22][C:23]=2[CH3:24])[O:5][C:6]2[CH:7]=[CH:8][C:9]3[N:10]([CH:12]=[C:13]([NH:15][C:16]([CH:18]4[CH2:20][CH2:19]4)=[O:17])[N:14]=3)[N:11]=2)(=[O:34])=[O:33])=[C:29]([CH3:31])[N:30]=1. The yield is 0.640. (3) The reactants are Br[C:2]1[C:11]2[C:6](=[CH:7][CH:8]=[CH:9][CH:10]=2)[CH:5]=[CH:4][C:3]=1[O:12][CH3:13].[F:14][C:15]1[CH:20]=[CH:19][CH:18]=[CH:17][C:16]=1B(O)O.C(O)C.C(=O)([O-])[O-].[Na+].[Na+]. The catalyst is C1(C)C=CC=CC=1.C1C=CC([P]([Pd]([P](C2C=CC=CC=2)(C2C=CC=CC=2)C2C=CC=CC=2)([P](C2C=CC=CC=2)(C2C=CC=CC=2)C2C=CC=CC=2)[P](C2C=CC=CC=2)(C2C=CC=CC=2)C2C=CC=CC=2)(C2C=CC=CC=2)C2C=CC=CC=2)=CC=1. The product is [F:14][C:15]1[CH:20]=[CH:19][CH:18]=[CH:17][C:16]=1[C:2]1[C:11]2[C:6](=[CH:7][CH:8]=[CH:9][CH:10]=2)[CH:5]=[CH:4][C:3]=1[O:12][CH3:13]. The yield is 0.600. (4) The reactants are [CH3:1][C:2]1([CH3:13])[C:11](=[O:12])[CH2:10][CH2:9][C:4]2([O:8][CH2:7][CH2:6][O:5]2)[CH2:3]1.[BH4-].[Na+].C(OCC)(=O)C.O. The catalyst is CO. The product is [CH3:1][C:2]1([CH3:13])[CH:11]([OH:12])[CH2:10][CH2:9][C:4]2([O:5][CH2:6][CH2:7][O:8]2)[CH2:3]1. The yield is 0.990. (5) The reactants are [Br:1][C:2]1[CH:11]=[CH:10][CH:9]=[C:8]2[C:3]=1[N:4]=[C:5](Cl)[C:6]([C:12]([F:15])([F:14])[F:13])=[N:7]2.[CH3:17][C:18]([NH2:21])([CH3:20])[CH3:19]. The catalyst is CS(C)=O.C(Cl)Cl. The product is [Br:1][C:2]1[CH:11]=[CH:10][CH:9]=[C:8]2[C:3]=1[N:4]=[C:5]([NH:21][C:18]([CH3:20])([CH3:19])[CH3:17])[C:6]([C:12]([F:15])([F:14])[F:13])=[N:7]2. The yield is 0.770. (6) The reactants are [CH3:1][C:2]1[C:11]2[C:6](=[N:7][CH:8]=[CH:9][CH:10]=2)[NH:5][C:4](=O)[CH:3]=1.O=P(Cl)(Cl)[Cl:15]. The catalyst is C1(C)C=CC=CC=1. The product is [Cl:15][C:4]1[CH:3]=[C:2]([CH3:1])[C:11]2[C:6](=[N:7][CH:8]=[CH:9][CH:10]=2)[N:5]=1. The yield is 0.670. (7) The reactants are C(O)C.[BH4-].[Na+].[F:6][C:7]1[CH:19]=[C:18]([C:20]2[CH:21]=[N:22][N:23]([CH:25]([CH:31]=[O:32])[C:26](OCC)=[O:27])[CH:24]=2)[C:17]2[C:16]3[C:11](=[CH:12][CH:13]=[CH:14][CH:15]=3)[C:10]([OH:37])([C:33]([F:36])([F:35])[F:34])[C:9]=2[CH:8]=1. The product is [F:6][C:7]1[CH:19]=[C:18]([C:20]2[CH:21]=[N:22][N:23]([CH:25]([CH2:31][OH:32])[CH2:26][OH:27])[CH:24]=2)[C:17]2[C:16]3[C:11](=[CH:12][CH:13]=[CH:14][CH:15]=3)[C:10]([OH:37])([C:33]([F:36])([F:35])[F:34])[C:9]=2[CH:8]=1. The catalyst is O1CCCC1. The yield is 0.840.